Dataset: Forward reaction prediction with 1.9M reactions from USPTO patents (1976-2016). Task: Predict the product of the given reaction. The product is: [F:19][C:20]1[CH:21]=[C:22]([CH:28]=[CH:29][CH:30]=1)[C:23]([O:25][CH2:26][N:15]1[C:14](=[O:16])[O:13][N:12]=[C:11]1[C:7]1[CH:6]=[C:5]([C:4]([F:3])([F:17])[F:18])[CH:10]=[CH:9][N:8]=1)=[O:24]. Given the reactants [H-].[Na+].[F:3][C:4]([F:18])([F:17])[C:5]1[CH:10]=[CH:9][N:8]=[C:7]([C:11]2[NH:12][O:13][C:14](=[O:16])[N:15]=2)[CH:6]=1.[F:19][C:20]1[CH:21]=[C:22]([CH:28]=[CH:29][CH:30]=1)[C:23]([O:25][CH2:26]Cl)=[O:24].[Cl-].[NH4+], predict the reaction product.